This data is from Forward reaction prediction with 1.9M reactions from USPTO patents (1976-2016). The task is: Predict the product of the given reaction. (1) Given the reactants [N+:1]([C:4]1[CH:5]=[C:6]2[C:10](=[CH:11][CH:12]=1)[N:9]([CH2:13][CH2:14][N:15]1[CH2:19][CH2:18][CH2:17][CH2:16]1)[N:8]=[CH:7]2)([O-])=O.[Cl-].[NH4+], predict the reaction product. The product is: [N:15]1([CH2:14][CH2:13][N:9]2[C:10]3[C:6](=[CH:5][C:4]([NH2:1])=[CH:12][CH:11]=3)[CH:7]=[N:8]2)[CH2:19][CH2:18][CH2:17][CH2:16]1. (2) Given the reactants [C:1]([OH:9])(=O)[C:2]1[CH:7]=[CH:6][CH:5]=[CH:4][CH:3]=1.[CH2:10]([NH:12][CH2:13][C:14]([CH2:20][NH:21][C:22]1[CH:30]=[C:29]([CH3:31])[CH:28]=[C:27]2[C:23]=1[CH:24]=[N:25][N:26]2[C:32]1[CH:37]=[CH:36][CH:35]=[CH:34][CH:33]=1)([OH:19])[C:15]([F:18])([F:17])[F:16])[CH3:11], predict the reaction product. The product is: [CH2:10]([N:12]([CH2:13][C:14]([OH:19])([CH2:20][NH:21][C:22]1[CH:30]=[C:29]([CH3:31])[CH:28]=[C:27]2[C:23]=1[CH:24]=[N:25][N:26]2[C:32]1[CH:37]=[CH:36][CH:35]=[CH:34][CH:33]=1)[C:15]([F:18])([F:17])[F:16])[C:1](=[O:9])[C:2]1[CH:3]=[CH:4][CH:5]=[CH:6][CH:7]=1)[CH3:11]. (3) Given the reactants Cl.[NH2:2][C@H:3]([CH2:21][C:22]1[CH:27]=[CH:26][C:25]([Cl:28])=[CH:24][CH:23]=1)[C:4]([N:6]1[CH2:11][CH2:10][N:9]([C:12]2[CH:17]=[CH:16][CH:15]=[CH:14][C:13]=2[N+:18]([O-:20])=[O:19])[CH2:8][CH2:7]1)=[O:5].[N:29]1([C:42]([O:44][C:45]([CH3:48])([CH3:47])[CH3:46])=[O:43])[CH2:38][C:37]2[C:32](=[CH:33][CH:34]=[CH:35][CH:36]=2)[CH2:31][C@H:30]1[C:39](O)=[O:40].C1C=NC2N(O)N=NC=2C=1.C(Cl)CCl.CCN(C(C)C)C(C)C, predict the reaction product. The product is: [Cl:28][C:25]1[CH:24]=[CH:23][C:22]([CH2:21][C@@H:3]([NH:2][C:39]([C@@H:30]2[CH2:31][C:32]3[C:37](=[CH:36][CH:35]=[CH:34][CH:33]=3)[CH2:38][N:29]2[C:42]([O:44][C:45]([CH3:48])([CH3:47])[CH3:46])=[O:43])=[O:40])[C:4]([N:6]2[CH2:11][CH2:10][N:9]([C:12]3[CH:17]=[CH:16][CH:15]=[CH:14][C:13]=3[N+:18]([O-:20])=[O:19])[CH2:8][CH2:7]2)=[O:5])=[CH:27][CH:26]=1. (4) The product is: [Cl:1][C:2]1[CH:21]=[C:20]([Cl:22])[CH:19]=[CH:18][C:3]=1[CH2:4][N:5]1[C:9]2[CH:10]=[C:11]([CH:15]=[O:16])[CH:12]=[C:13]([CH3:14])[C:8]=2[N:7]=[C:6]1[CH3:17]. Given the reactants [Cl:1][C:2]1[CH:21]=[C:20]([Cl:22])[CH:19]=[CH:18][C:3]=1[CH2:4][N:5]1[C:9]2[CH:10]=[C:11]([CH2:15][OH:16])[CH:12]=[C:13]([CH3:14])[C:8]=2[N:7]=[C:6]1[CH3:17], predict the reaction product. (5) Given the reactants [CH3:1][N:2]1[C:6]([NH:7][C:8]2[CH:13]=[C:12](I)[C:11]([C:15]([F:18])([F:17])[F:16])=[CH:10][N:9]=2)=[CH:5][C:4]([CH3:19])=[N:3]1.[NH2:20][C:21]1[CH:30]=[C:29]([F:31])[CH:28]=[CH:27][C:22]=1[C:23]([NH:25][CH3:26])=[O:24], predict the reaction product. The product is: [CH3:1][N:2]1[C:6]([NH:7][C:8]2[CH:13]=[C:12]([NH:20][C:21]3[CH:30]=[C:29]([F:31])[CH:28]=[CH:27][C:22]=3[C:23]([NH:25][CH3:26])=[O:24])[C:11]([C:15]([F:18])([F:17])[F:16])=[CH:10][N:9]=2)=[CH:5][C:4]([CH3:19])=[N:3]1. (6) The product is: [Cl:24][C:17]1[CH:18]=[C:19]([CH2:22][N:6]2[CH:5]=[C:4]([N+:1]([O-:3])=[O:2])[CH:8]=[N:7]2)[CH:20]=[CH:21][C:16]=1[Cl:15]. Given the reactants [N+:1]([C:4]1[CH:5]=[N:6][NH:7][CH:8]=1)([O-:3])=[O:2].C(=O)([O-])[O-].[K+].[K+].[Cl:15][C:16]1[CH:21]=[CH:20][C:19]([CH2:22]Cl)=[CH:18][C:17]=1[Cl:24], predict the reaction product. (7) Given the reactants [CH2:1]([O:8][C:9](=[O:25])[CH:10]([NH:17][C:18]([O:20][C:21]([CH3:24])([CH3:23])[CH3:22])=[O:19])[CH2:11][C:12]1[N:13]=[CH:14][NH:15][CH:16]=1)[C:2]1[CH:7]=[CH:6][CH:5]=[CH:4][CH:3]=1.C(N(CC)CC)C.[C:33](Cl)([C:46]1[CH:51]=[CH:50][CH:49]=[CH:48][CH:47]=1)([C:40]1[CH:45]=[CH:44][CH:43]=[CH:42][CH:41]=1)[C:34]1[CH:39]=[CH:38][CH:37]=[CH:36][CH:35]=1, predict the reaction product. The product is: [CH2:1]([O:8][C:9](=[O:25])[CH:10]([NH:17][C:18]([O:20][C:21]([CH3:22])([CH3:24])[CH3:23])=[O:19])[CH2:11][C:12]1[N:13]=[CH:14][N:15]([C:33]([C:34]2[CH:39]=[CH:38][CH:37]=[CH:36][CH:35]=2)([C:46]2[CH:47]=[CH:48][CH:49]=[CH:50][CH:51]=2)[C:40]2[CH:41]=[CH:42][CH:43]=[CH:44][CH:45]=2)[CH:16]=1)[C:2]1[CH:3]=[CH:4][CH:5]=[CH:6][CH:7]=1.